From a dataset of Full USPTO retrosynthesis dataset with 1.9M reactions from patents (1976-2016). Predict the reactants needed to synthesize the given product. (1) Given the product [CH2:1]([C:6]1[CH:38]=[CH:37][C:9]([O:10][C:11]([C:13]2[CH:18]=[CH:17][C:16]([O:19][C:20](=[O:36])[C:21]3[CH:26]=[CH:25][C:24]([OH:27])=[CH:23][C:22]=3[Cl:35])=[CH:15][CH:14]=2)=[O:12])=[CH:8][CH:7]=1)[CH2:2][CH2:3][CH2:4][CH3:5], predict the reactants needed to synthesize it. The reactants are: [CH2:1]([C:6]1[CH:38]=[CH:37][C:9]([O:10][C:11]([C:13]2[CH:18]=[CH:17][C:16]([O:19][C:20](=[O:36])[C:21]3[CH:26]=[CH:25][C:24]([O:27]CC4C=CC=CC=4)=[CH:23][C:22]=3[Cl:35])=[CH:15][CH:14]=2)=[O:12])=[CH:8][CH:7]=1)[CH2:2][CH2:3][CH2:4][CH3:5].C1CCCCC1. (2) Given the product [F:1][C:2]1[CH:16]=[CH:15][C:5]([CH2:6][C:7]2[O:11][C:10]([C:12]([Cl:19])=[O:13])=[CH:9][CH:8]=2)=[CH:4][CH:3]=1, predict the reactants needed to synthesize it. The reactants are: [F:1][C:2]1[CH:16]=[CH:15][C:5]([CH2:6][C:7]2[O:11][C:10]([C:12](O)=[O:13])=[CH:9][CH:8]=2)=[CH:4][CH:3]=1.S(Cl)([Cl:19])=O.